This data is from Peptide-MHC class I binding affinity with 185,985 pairs from IEDB/IMGT. The task is: Regression. Given a peptide amino acid sequence and an MHC pseudo amino acid sequence, predict their binding affinity value. This is MHC class I binding data. (1) The peptide sequence is NHINVELFL. The MHC is HLA-B38:01 with pseudo-sequence HLA-B38:01. The binding affinity (normalized) is 0.546. (2) The peptide sequence is GEMWAQDAA. The MHC is HLA-B44:02 with pseudo-sequence HLA-B44:02. The binding affinity (normalized) is 0.763. (3) The peptide sequence is GHQAAMQML. The MHC is HLA-A68:02 with pseudo-sequence HLA-A68:02. The binding affinity (normalized) is 0. (4) The peptide sequence is KRLQILGYL. The MHC is HLA-A02:01 with pseudo-sequence HLA-A02:01. The binding affinity (normalized) is 0.0847. (5) The peptide sequence is RTFGKLPYR. The MHC is HLA-B58:01 with pseudo-sequence HLA-B58:01. The binding affinity (normalized) is 0.0847. (6) The peptide sequence is YLEGTRTLL. The MHC is HLA-A69:01 with pseudo-sequence HLA-A69:01. The binding affinity (normalized) is 0.0847. (7) The peptide sequence is AVFDSFVER. The MHC is HLA-B35:01 with pseudo-sequence HLA-B35:01. The binding affinity (normalized) is 0.0847. (8) The peptide sequence is AAAKTPVIVV. The MHC is HLA-A02:03 with pseudo-sequence HLA-A02:03. The binding affinity (normalized) is 0.323. (9) The peptide sequence is DPEKFNARM. The MHC is HLA-B51:01 with pseudo-sequence HLA-B51:01. The binding affinity (normalized) is 0.0997.